From a dataset of Peptide-MHC class I binding affinity with 185,985 pairs from IEDB/IMGT. Regression. Given a peptide amino acid sequence and an MHC pseudo amino acid sequence, predict their binding affinity value. This is MHC class I binding data. (1) The peptide sequence is IDRIREQA. The MHC is Mamu-B01 with pseudo-sequence Mamu-B01. The binding affinity (normalized) is 0. (2) The peptide sequence is SRWAISHWL. The MHC is HLA-B27:05 with pseudo-sequence HLA-B27:05. The binding affinity (normalized) is 0.720. (3) The peptide sequence is MALYVLQAL. The MHC is Mamu-B3901 with pseudo-sequence Mamu-B3901. The binding affinity (normalized) is 0.201. (4) The peptide sequence is IQLDEKSSIK. The MHC is HLA-A31:01 with pseudo-sequence HLA-A31:01. The binding affinity (normalized) is 0.594.